This data is from Peptide-MHC class II binding affinity with 134,281 pairs from IEDB. The task is: Regression. Given a peptide amino acid sequence and an MHC pseudo amino acid sequence, predict their binding affinity value. This is MHC class II binding data. (1) The peptide sequence is GNTPIFKSGRGCGSC. The MHC is HLA-DQA10201-DQB10202 with pseudo-sequence HLA-DQA10201-DQB10202. The binding affinity (normalized) is 0. (2) The peptide sequence is DSYIIVGRGDSRLTY. The MHC is DRB1_0301 with pseudo-sequence DRB1_0301. The binding affinity (normalized) is 0.499. (3) The peptide sequence is ITVVLHKTSEPGKYTA. The MHC is DRB1_0401 with pseudo-sequence DRB1_0401. The binding affinity (normalized) is 0.433. (4) The peptide sequence is NNPKEWLQVDFQKTMKVTGV. The MHC is DRB1_1101 with pseudo-sequence DRB1_1101. The binding affinity (normalized) is 0.168. (5) The peptide sequence is FTRGKLMSSLHLKRY. The MHC is DRB1_0401 with pseudo-sequence DRB1_0401. The binding affinity (normalized) is 0.563.